This data is from Catalyst prediction with 721,799 reactions and 888 catalyst types from USPTO. The task is: Predict which catalyst facilitates the given reaction. (1) Reactant: [N:1]1[N:2]([C:10]2[CH:15]=[C:14]([CH3:16])[CH:13]=[C:12]([CH2:17]Cl)[C:11]=2[OH:19])[N:3]=[C:4]2[CH:9]=[CH:8][CH:7]=[CH:6][C:5]=12.[CH3:20][CH:21]([CH2:24][CH2:25][C:26]([CH3:29])([CH3:28])[CH3:27])[CH2:22][OH:23].[H-].[Na+]. Product: [N:1]1[N:2]([C:10]2[CH:15]=[C:14]([CH3:16])[CH:13]=[C:12]([CH2:17][O:23][CH2:22][CH:21]([CH3:20])[CH2:24][CH2:25][C:26]([CH3:29])([CH3:28])[CH3:27])[C:11]=2[OH:19])[N:3]=[C:4]2[CH:9]=[CH:8][CH:7]=[CH:6][C:5]=12. The catalyst class is: 12. (2) Reactant: Cl.[NH2:2][C@H:3]([C:8]([O:10][CH3:11])=[O:9])[CH2:4][CH2:5][S:6][CH3:7].C(N(CC)CC)C.[F:19][C:20]1[CH:30]=[CH:29][CH:28]=[CH:27][C:21]=1[CH:22]=[CH:23][C:24](O)=[O:25].CCN=C=NCCCN(C)C.Cl. Product: [F:19][C:20]1[CH:30]=[CH:29][CH:28]=[CH:27][C:21]=1[CH:22]=[CH:23][C:24]([NH:2][C@H:3]([C:8]([O:10][CH3:11])=[O:9])[CH2:4][CH2:5][S:6][CH3:7])=[O:25]. The catalyst class is: 2. (3) Reactant: O[C:2]1[C:11]2[C:6](=[N:7][CH:8]=[CH:9][CH:10]=2)[N:5]([C:12]2[CH:17]=[CH:16][C:15]([O:18][CH3:19])=[CH:14][CH:13]=2)[C:4](=[O:20])[CH:3]=1.[H-].[Na+].[H][H].[C:25]1([CH2:31][C:32](Cl)=O)[CH:30]=[CH:29][CH:28]=[CH:27][CH:26]=1.Cl.O.[NH2:37][NH2:38]. Product: [CH2:31]([C:32]1[C:3]2[C:4](=[O:20])[N:5]([C:12]3[CH:17]=[CH:16][C:15]([O:18][CH3:19])=[CH:14][CH:13]=3)[C:6]3[N:7]=[CH:8][CH:9]=[CH:10][C:11]=3[C:2]=2[NH:38][N:37]=1)[C:25]1[CH:30]=[CH:29][CH:28]=[CH:27][CH:26]=1. The catalyst class is: 18. (4) Reactant: [OH:1][C@@H:2]1[CH2:7][CH2:6][N:5](C(OCC2C=CC=CC=2)=O)[C@H:4]([C:18]([O:20][CH3:21])=[O:19])[CH2:3]1. Product: [CH3:21][O:20][C:18]([CH:4]1[CH2:3][CH:2]([OH:1])[CH2:7][CH2:6][NH:5]1)=[O:19]. The catalyst class is: 29. (5) The catalyst class is: 133. Reactant: [CH:1]([O:4][C:5]1[CH:6]=[C:7]([C:11]23[CH2:20][CH:15]([CH2:16][CH:17]([NH2:19])[CH2:18]2)[N:14]([CH3:21])[CH2:13][CH:12]3[CH3:22])[CH:8]=[CH:9][CH:10]=1)([CH3:3])[CH3:2].[C:23]1(=O)[O:28][C:26](=[O:27])[C:25]2=[CH:29][CH:30]=[CH:31][CH:32]=[C:24]12. Product: [CH:1]([O:4][C:5]1[CH:6]=[C:7]([C:11]23[CH2:20][CH:15]([CH2:16][CH:17]([N:19]4[C:26](=[O:27])[C:25]5[C:24](=[CH:32][CH:31]=[CH:30][CH:29]=5)[C:23]4=[O:28])[CH2:18]2)[N:14]([CH3:21])[CH2:13][CH:12]3[CH3:22])[CH:8]=[CH:9][CH:10]=1)([CH3:3])[CH3:2].